From a dataset of Forward reaction prediction with 1.9M reactions from USPTO patents (1976-2016). Predict the product of the given reaction. (1) The product is: [N+:7]([C:10]1[CH:11]=[CH:12][C:13]([C:14]([N:1]2[CH2:6][CH2:5][CH2:4][CH2:3][CH2:2]2)=[O:15])=[CH:17][CH:18]=1)([O-:9])=[O:8]. Given the reactants [NH:1]1[CH2:6][CH2:5][CH2:4][CH2:3][CH2:2]1.[N+:7]([C:10]1[CH:18]=[CH:17][C:13]([C:14](Cl)=[O:15])=[CH:12][CH:11]=1)([O-:9])=[O:8], predict the reaction product. (2) Given the reactants P(OCC)(OCC)(O[C:4]1[N:9]=[C:8]([C:10]2[C:18]3[C:13](=[N:14][CH:15]=[C:16]([C:19]([F:22])([F:21])[F:20])[CH:17]=3)[N:12]([S:23]([C:26]3[CH:32]=[CH:31][C:29]([CH3:30])=[CH:28][CH:27]=3)(=[O:25])=[O:24])[CH:11]=2)[C:7]([C:33]#[N:34])=[CH:6][N:5]=1)=O.[NH2:41][C@@H:42]([CH:44]1[CH2:49][CH2:48][N:47]([C:50]([O:52][C:53]([CH3:56])([CH3:55])[CH3:54])=[O:51])[CH2:46][CH2:45]1)[CH3:43].C(N(C(C)C)CC)(C)C, predict the reaction product. The product is: [C:33]([C:7]1[C:8]([C:10]2[C:18]3[C:13](=[N:14][CH:15]=[C:16]([C:19]([F:22])([F:21])[F:20])[CH:17]=3)[N:12]([S:23]([C:26]3[CH:27]=[CH:28][C:29]([CH3:30])=[CH:31][CH:32]=3)(=[O:24])=[O:25])[CH:11]=2)=[N:9][C:4]([NH:41][C@@H:42]([CH:44]2[CH2:45][CH2:46][N:47]([C:50]([O:52][C:53]([CH3:54])([CH3:56])[CH3:55])=[O:51])[CH2:48][CH2:49]2)[CH3:43])=[N:5][CH:6]=1)#[N:34].